From a dataset of Full USPTO retrosynthesis dataset with 1.9M reactions from patents (1976-2016). Predict the reactants needed to synthesize the given product. (1) Given the product [O:17]=[C:10]1[CH:11]([C:12]([O:14][CH3:15])=[O:13])[C:4](=[O:18])[CH2:5][C:6]2([CH2:7][CH2:8]2)[NH:9]1, predict the reactants needed to synthesize it. The reactants are: [Na].CO[C:4](=[O:18])[CH2:5][C:6]1([NH:9][C:10](=[O:17])[CH2:11][C:12]([O:14][CH2:15]C)=[O:13])[CH2:8][CH2:7]1. (2) Given the product [NH2:1][CH:4]([C:8]1[N:9]([CH2:19][C:20]2[CH:21]=[CH:22][CH:23]=[CH:24][CH:25]=2)[C:10](=[O:18])[C:11]2[C:16]([CH3:17])=[N:15][S:14][C:12]=2[N:13]=1)[CH:5]([CH3:7])[CH3:6], predict the reactants needed to synthesize it. The reactants are: [N:1]([CH:4]([C:8]1[N:9]([CH2:19][C:20]2[CH:25]=[CH:24][CH:23]=[CH:22][CH:21]=2)[C:10](=[O:18])[C:11]2[C:16]([CH3:17])=[N:15][S:14][C:12]=2[N:13]=1)[CH:5]([CH3:7])[CH3:6])=[N+]=[N-].